This data is from Reaction yield outcomes from USPTO patents with 853,638 reactions. The task is: Predict the reaction yield, written as a fraction of the theoretical maximum amount of product (1.0 means a 100% yield; for example, 0.34 means a 34% yield). (1) The reactants are Cl[CH:2]([CH3:5])[C:3]#[N:4].[Cl:6][C:7]1[CH:12]=[C:11]([N+:13]([O-:15])=[O:14])[CH:10]=[C:9]([Cl:16])[CH:8]=1.[OH-].[Na+].Cl. The catalyst is CS(C)=O. The product is [Cl:6][C:7]1[CH:12]=[C:11]([N+:13]([O-:15])=[O:14])[CH:10]=[C:9]([Cl:16])[C:8]=1[CH:2]([CH3:5])[C:3]#[N:4]. The yield is 0.400. (2) The reactants are [C:1]1(C)C=CC(S(O)(=O)=O)=CC=1.C[CH:13]=[CH:14][C:15]1[CH:20]=[CH:19][CH:18]=[CH:17][CH:16]=1.[CH2:21]([OH:24])[CH2:22][OH:23]. The catalyst is O. The product is [CH3:1][C:14]([O:23][CH2:22][CH2:21][OH:24])([C:15]1[CH:16]=[CH:17][CH:18]=[CH:19][CH:20]=1)[CH3:13]. The yield is 0.0400. (3) The catalyst is C1COCC1. The yield is 0.750. The product is [NH:24]1[C:25]2[C:21](=[C:20]([CH:13]([C:14]3[CH:15]=[CH:16][CH:17]=[CH:18][CH:19]=3)[CH2:12][CH2:11][NH:10][CH3:9])[CH:28]=[CH:27][CH:26]=2)[CH:22]=[CH:23]1. The reactants are [H-].[H-].[H-].[H-].[Li+].[Al+3].CO[C:9](=O)[NH:10][CH2:11][CH2:12][CH:13]([C:20]1[CH:28]=[CH:27][CH:26]=[C:25]2[C:21]=1[CH:22]=[CH:23][NH:24]2)[C:14]1[CH:19]=[CH:18][CH:17]=[CH:16][CH:15]=1. (4) The reactants are [NH2:1][C@@H:2]1[CH2:6][CH2:5][N:4]([C:7]([NH:9][CH:10]2[CH:17]3[CH2:18][CH:13]4[CH2:14][CH:15]([CH2:19][CH:11]2[CH2:12]4)[CH2:16]3)=[O:8])[CH2:3]1.CCN(C(C)C)C(C)C.Cl[C:30]([O:32][CH3:33])=[O:31].Cl. The catalyst is C(Cl)Cl. The product is [CH:17]12[CH2:16][CH:15]3[CH2:14][CH:13]([CH2:12][CH:11]([CH2:19]3)[CH:10]1[NH:9][C:7]([N:4]1[CH2:5][CH2:6][C@@H:2]([NH:1][C:30](=[O:31])[O:32][CH3:33])[CH2:3]1)=[O:8])[CH2:18]2. The yield is 0.490. (5) The reactants are [CH3:1][C:2]1[CH:11]=[C:10]2[C:5]([C:6]([N:19]3[CH2:24][CH2:23][NH:22][CH2:21][CH2:20]3)=[N:7][C:8]([C:12]3[CH:17]=[CH:16][CH:15]=[CH:14][C:13]=3[OH:18])=[N:9]2)=[CH:4][CH:3]=1.C(N(CC)CC)C.[OH:32][CH:33]([CH:37]([CH3:39])[CH3:38])[C:34](O)=[O:35].CN(C(ON1N=NC2C=CC=NC1=2)=[N+](C)C)C.F[P-](F)(F)(F)(F)F. The catalyst is C(Cl)Cl. The product is [OH:32][CH:33]([CH:37]([CH3:39])[CH3:38])[C:34]([N:22]1[CH2:23][CH2:24][N:19]([C:6]2[C:5]3[C:10](=[CH:11][C:2]([CH3:1])=[CH:3][CH:4]=3)[N:9]=[C:8]([C:12]3[CH:17]=[CH:16][CH:15]=[CH:14][C:13]=3[OH:18])[N:7]=2)[CH2:20][CH2:21]1)=[O:35]. The yield is 0.700.